From a dataset of Forward reaction prediction with 1.9M reactions from USPTO patents (1976-2016). Predict the product of the given reaction. (1) Given the reactants [F:1][C:2]1[CH:21]=[CH:20][C:5]2[O:6][CH2:7][CH2:8][N:9]([C:10]3[CH:17]=[CH:16][C:13]([C:14]#[N:15])=[CH:12][C:11]=3[O:18][CH3:19])[C:4]=2[CH:3]=1.[Cl:22][S:23](O)(=[O:25])=[O:24], predict the reaction product. The product is: [C:14]([C:13]1[CH:16]=[CH:17][C:10]([N:9]2[CH2:8][CH2:7][O:6][C:5]3[CH:20]=[C:21]([S:23]([Cl:22])(=[O:25])=[O:24])[C:2]([F:1])=[CH:3][C:4]2=3)=[C:11]([O:18][CH3:19])[CH:12]=1)#[N:15]. (2) Given the reactants C([O:3][C:4]([C:6]1([S:13]([C:16]2[CH:21]=[CH:20][C:19]([O:22][C:23]3[CH:28]=[CH:27][C:26]([Cl:29])=[CH:25][CH:24]=3)=[CH:18][CH:17]=2)(=[O:15])=[O:14])[CH2:11][CH2:10][N:9]([CH3:12])[CH2:8][CH2:7]1)=[O:5])C, predict the reaction product. The product is: [Cl:29][C:26]1[CH:25]=[CH:24][C:23]([O:22][C:19]2[CH:18]=[CH:17][C:16]([S:13]([C:6]3([C:4]([OH:5])=[O:3])[CH2:11][CH2:10][N:9]([CH3:12])[CH2:8][CH2:7]3)(=[O:14])=[O:15])=[CH:21][CH:20]=2)=[CH:28][CH:27]=1. (3) The product is: [Br:1][C:2]1[CH:3]=[C:4]2[N:10]([C:17]3[C:26]4[C:21](=[C:22]([Cl:27])[CH:23]=[CH:24][CH:25]=4)[N:20]=[C:19]([CH3:28])[C:18]=3[CH3:29])[CH2:9][C:8]3([CH2:15][CH2:14][O:13][CH2:12][CH2:11]3)[C:5]2=[N:6][CH:7]=1. Given the reactants [Br:1][C:2]1[CH:3]=[C:4]2[NH:10][CH2:9][C:8]3([CH2:15][CH2:14][O:13][CH2:12][CH2:11]3)[C:5]2=[N:6][CH:7]=1.Cl[C:17]1[C:26]2[C:21](=[C:22]([Cl:27])[CH:23]=[CH:24][CH:25]=2)[N:20]=[C:19]([CH3:28])[C:18]=1[CH3:29].[H-].[Na+], predict the reaction product. (4) Given the reactants [CH3:1][C:2]1[CH:3]=[C:4](OS(C(F)(F)F)(=O)=O)[CH:5]=[C:6]([CH3:31])[C:7]=1[CH2:8][C@@H:9]1[CH2:13][CH2:12][N:11]([CH:14]2[CH2:22][CH2:21][C:20]3[C:16](=[CH:17][N:18](S(C(F)(F)F)(=O)=O)[N:19]=3)[CH2:15]2)[C:10]1=[O:30].[F:40][C:41]1[CH:46]=[CH:45][C:44](B(O)O)=[CH:43][CH:42]=1.C(=O)([O-])[O-].[Na+].[Na+].[Li+].[OH-], predict the reaction product. The product is: [F:40][C:41]1[CH:46]=[CH:45][C:44]([C:4]2[CH:3]=[C:2]([CH3:1])[C:7]([CH2:8][C@@H:9]3[CH2:13][CH2:12][N:11]([CH:14]4[CH2:22][CH2:21][C:20]5[C:16](=[CH:17][NH:18][N:19]=5)[CH2:15]4)[C:10]3=[O:30])=[C:6]([CH3:31])[CH:5]=2)=[CH:43][CH:42]=1. (5) Given the reactants [NH2:1][Al]CCl.[F:5][C:6]([F:24])([C:20]([F:23])([F:22])[F:21])[CH2:7][CH2:8][C:9]1[N:10]=[C:11]([C:18]#[N:19])[N:12]2[CH:17]=[CH:16][CH:15]=[N:14][C:13]=12.CO, predict the reaction product. The product is: [F:24][C:6]([F:5])([C:20]([F:21])([F:23])[F:22])[CH2:7][CH2:8][C:9]1[N:10]=[C:11]([C:18](=[NH:1])[NH2:19])[N:12]2[CH:17]=[CH:16][CH:15]=[N:14][C:13]=12.